Dataset: Full USPTO retrosynthesis dataset with 1.9M reactions from patents (1976-2016). Task: Predict the reactants needed to synthesize the given product. (1) Given the product [C:20]1([S:26]([N:29]2[C:37]3[CH:36]=[C:35]([C:2]4[CH:7]=[CH:6][N:5]=[C:4]5[N:8]([S:11]([C:14]6[CH:19]=[CH:18][CH:17]=[CH:16][CH:15]=6)(=[O:13])=[O:12])[CH:9]=[CH:10][C:3]=45)[CH:34]=[C:33]([NH2:42])[C:32]=3[CH:31]=[N:30]2)(=[O:27])=[O:28])[CH:21]=[CH:22][CH:23]=[CH:24][CH:25]=1, predict the reactants needed to synthesize it. The reactants are: Br[C:2]1[CH:7]=[CH:6][N:5]=[C:4]2[N:8]([S:11]([C:14]3[CH:19]=[CH:18][CH:17]=[CH:16][CH:15]=3)(=[O:13])=[O:12])[CH:9]=[CH:10][C:3]=12.[C:20]1([S:26]([N:29]2[C:37]3[CH:36]=[C:35]([Sn](C)(C)C)[CH:34]=[C:33]([NH2:42])[C:32]=3[CH:31]=[N:30]2)(=[O:28])=[O:27])[CH:25]=[CH:24][CH:23]=[CH:22][CH:21]=1. (2) Given the product [C:24]([C:28]1[CH:33]=[CH:32][C:31]([S:34]([NH:21][C:18]2[CH:19]=[CH:20][C:15]([CH2:14][N:10]3[C:11]4[C:7](=[CH:6][C:5]([C:3]([OH:2])=[O:4])=[CH:13][CH:12]=4)[CH:8]=[CH:9]3)=[CH:16][CH:17]=2)(=[O:36])=[O:35])=[CH:30][CH:29]=1)([CH3:27])([CH3:25])[CH3:26], predict the reactants needed to synthesize it. The reactants are: C[O:2][C:3]([C:5]1[CH:6]=[C:7]2[C:11](=[CH:12][CH:13]=1)[N:10]([CH2:14][C:15]1[CH:20]=[CH:19][C:18]([N+:21]([O-])=O)=[CH:17][CH:16]=1)[CH:9]=[CH:8]2)=[O:4].[C:24]([C:28]1[CH:33]=[CH:32][C:31]([S:34](Cl)(=[O:36])=[O:35])=[CH:30][CH:29]=1)([CH3:27])([CH3:26])[CH3:25]. (3) Given the product [NH4+:9].[OH-:23].[F:1][C:2]1[CH:7]=[CH:6][CH:5]=[C:4]([F:8])[C:3]=1[N:9]1[C:14]2[N:15]=[C:16]([N:46]([CH2:45][CH2:44][CH2:43][N:42]([CH3:48])[CH3:41])[CH3:47])[N:17]=[C:18]([C:19]3[CH:20]=[C:21]([CH:32]=[CH:33][C:34]=3[CH3:35])[C:22]([NH:24][CH2:25][C:26]3[CH:31]=[CH:30][CH:29]=[CH:28][CH:27]=3)=[O:23])[C:13]=2[CH2:12][NH:11][C:10]1=[O:40], predict the reactants needed to synthesize it. The reactants are: [F:1][C:2]1[CH:7]=[CH:6][CH:5]=[C:4]([F:8])[C:3]=1[N:9]1[C:14]2[N:15]=[C:16](S(C)(=O)=O)[N:17]=[C:18]([C:19]3[CH:20]=[C:21]([CH:32]=[CH:33][C:34]=3[CH3:35])[C:22]([NH:24][CH2:25][C:26]3[CH:31]=[CH:30][CH:29]=[CH:28][CH:27]=3)=[O:23])[C:13]=2[CH2:12][NH:11][C:10]1=[O:40].[CH3:41][N:42]([CH3:48])[CH2:43][CH2:44][CH2:45][NH:46][CH3:47]. (4) Given the product [C:1]([O:5][C:6]([N:8]([C:42]([O:44][C:45]([CH3:48])([CH3:47])[CH3:46])=[O:43])[C:9]1[C:10]([C:16]2[O:20][N:19]=[C:18]([C:21]3[CH:26]=[CH:25][C:24]([CH2:27][N:28]([CH:36]4[CH2:41][CH2:40][O:39][CH2:38][CH2:37]4)[C:29](=[O:35])[O:30][C:31]([CH3:34])([CH3:33])[CH3:32])=[CH:23][CH:22]=3)[CH:17]=2)=[N:11][C:12]([C:64]2[CH:63]=[CH:62][N:61]=[C:60]([C:56]([C:57]#[N:58])([CH3:59])[CH3:55])[CH:65]=2)=[CH:13][N:14]=1)=[O:7])([CH3:4])([CH3:3])[CH3:2], predict the reactants needed to synthesize it. The reactants are: [C:1]([O:5][C:6]([N:8]([C:42]([O:44][C:45]([CH3:48])([CH3:47])[CH3:46])=[O:43])[C:9]1[C:10]([C:16]2[O:20][N:19]=[C:18]([C:21]3[CH:26]=[CH:25][C:24]([CH2:27][N:28]([CH:36]4[CH2:41][CH2:40][O:39][CH2:38][CH2:37]4)[C:29](=[O:35])[O:30][C:31]([CH3:34])([CH3:33])[CH3:32])=[CH:23][CH:22]=3)[CH:17]=2)=[N:11][C:12](Br)=[CH:13][N:14]=1)=[O:7])([CH3:4])([CH3:3])[CH3:2].C([O-])([O-])=O.[K+].[K+].[CH3:55][C:56]([C:60]1[CH:65]=[C:64](B2OC(C)(C)C(C)(C)O2)[CH:63]=[CH:62][N:61]=1)([CH3:59])[C:57]#[N:58]. (5) Given the product [Si:1]([O:18][CH2:19][C@@H:20]1[S:24][C@@:23]([SeH:36])([N:25]2[CH:33]=[N:32][C:31]3[C:26]2=[N:27][CH:28]=[N:29][C:30]=3[Cl:34])[C@@:22]([F:43])([C:37]2[CH:42]=[CH:41][CH:40]=[CH:39][CH:38]=2)[CH2:21]1)([C:14]([CH3:15])([CH3:16])[CH3:17])([C:2]1[CH:3]=[CH:4][CH:5]=[CH:6][CH:7]=1)[C:8]1[CH:9]=[CH:10][CH:11]=[CH:12][CH:13]=1, predict the reactants needed to synthesize it. The reactants are: [Si:1]([O:18][CH2:19][C@@H:20]1[S:24][C@@:23]([SeH:36])([N:25]2[CH:33]=[N:32][C:31]3[C:26]2=[N:27][C:28](F)=[N:29][C:30]=3[Cl:34])[C@@:22]([F:43])([C:37]2[CH:42]=[CH:41][CH:40]=[CH:39][CH:38]=2)[CH2:21]1)([C:14]([CH3:17])([CH3:16])[CH3:15])([C:8]1[CH:13]=[CH:12][CH:11]=[CH:10][CH:9]=1)[C:2]1[CH:7]=[CH:6][CH:5]=[CH:4][CH:3]=1.C([O-])(=O)C. (6) Given the product [C:1]([O:5][C:6]([N:8]([CH2:47][CH3:48])[CH2:9][CH2:10][C:11]1[N:12]([CH3:46])[C:13]2[CH:14]=[C:15]3[CH2:24][CH2:23][CH2:22][C:21]4[C:25]([OH:45])=[C:26]([C:41]([OH:43])=[O:42])[C:27](=[O:40])[N:28]([CH2:29][C:30]5[CH:35]=[CH:34][C:33]([O:36][CH3:37])=[CH:32][C:31]=5[O:38][CH3:39])[C:20]=4[C:16]3=[CH:17][C:18]=2[CH:19]=1)=[O:7])([CH3:4])([CH3:3])[CH3:2], predict the reactants needed to synthesize it. The reactants are: [C:1]([O:5][C:6]([N:8]([CH2:47][CH3:48])[CH2:9][CH2:10][C:11]1[N:12]([CH3:46])[C:13]2[CH:14]=[C:15]3[CH2:24][CH2:23][CH2:22][C:21]4[C:25]([OH:45])=[C:26]([C:41]([O:43]C)=[O:42])[C:27](=[O:40])[N:28]([CH2:29][C:30]5[CH:35]=[CH:34][C:33]([O:36][CH3:37])=[CH:32][C:31]=5[O:38][CH3:39])[C:20]=4[C:16]3=[CH:17][C:18]=2[CH:19]=1)=[O:7])([CH3:4])([CH3:3])[CH3:2].[Li+].[I-].Cl. (7) Given the product [CH3:1][S:2]([N:8]1[CH2:9][CH2:10][CH:11]([CH2:14][CH2:15][NH:16][C:17]2[N:18]([CH2:31][CH2:32][CH3:33])[N:19]=[C:20]3[C:29]=2[C:28]2[CH:27]=[CH:26][CH:25]=[CH:24][C:23]=2[N:22]=[C:21]3[NH2:30])[CH2:12][CH2:13]1)(=[O:4])=[O:3], predict the reactants needed to synthesize it. The reactants are: [CH3:1][S:2](Cl)(=[O:4])=[O:3].Cl.Cl.[NH:8]1[CH2:13][CH2:12][CH:11]([CH2:14][CH2:15][NH:16][C:17]2[N:18]([CH2:31][CH2:32][CH3:33])[N:19]=[C:20]3[C:29]=2[C:28]2[CH:27]=[CH:26][CH:25]=[CH:24][C:23]=2[N:22]=[C:21]3[NH2:30])[CH2:10][CH2:9]1.C(N(CC)CC)C.